This data is from Reaction yield outcomes from USPTO patents with 853,638 reactions. The task is: Predict the reaction yield, written as a fraction of the theoretical maximum amount of product (1.0 means a 100% yield; for example, 0.34 means a 34% yield). (1) The reactants are [Br:1][C:2]1[S:3][C:4](C(O)=O)=[C:5]([C:7]2[CH:12]=[C:11]([Cl:13])[CH:10]=[CH:9][C:8]=2[O:14][CH3:15])[N:6]=1.C1(P(N=[N+]=[N-])(C2C=CC=CC=2)=[O:26])C=CC=CC=1.C([N:38]([CH2:41]C)CC)C.[C:43]([OH:47])([CH3:46])([CH3:45])[CH3:44]. No catalyst specified. The product is [Br:1][C:2]1[S:3][C:4]([NH:38][C:41](=[O:26])[O:47][C:43]([CH3:46])([CH3:45])[CH3:44])=[C:5]([C:7]2[CH:12]=[C:11]([Cl:13])[CH:10]=[CH:9][C:8]=2[O:14][CH3:15])[N:6]=1. The yield is 0.660. (2) The reactants are CS[C:3]([N:14]1[CH2:18][CH:17]([C:19]2[CH:24]=[CH:23][CH:22]=[CH:21][CH:20]=2)[C:16]([C:25]2[CH:30]=[CH:29][C:28]([Cl:31])=[CH:27][CH:26]=2)=[N:15]1)=[N:4][S:5]([N:8]1[CH2:13][CH2:12][CH2:11][CH2:10][CH2:9]1)(=[O:7])=[O:6].[CH3:32][NH2:33]. The catalyst is CO. The product is [Cl:31][C:28]1[CH:29]=[CH:30][C:25]([C:16]2[CH:17]([C:19]3[CH:24]=[CH:23][CH:22]=[CH:21][CH:20]=3)[CH2:18][N:14]([C:3]([NH:33][CH3:32])=[N:4][S:5]([N:8]3[CH2:13][CH2:12][CH2:11][CH2:10][CH2:9]3)(=[O:7])=[O:6])[N:15]=2)=[CH:26][CH:27]=1. The yield is 0.810. (3) The reactants are [Br:1][C:2]1[CH:7]=[CH:6][C:5]([N:8]2[CH2:12][CH2:11][CH2:10][C@H:9]2[CH2:13]C#N)=[CH:4][CH:3]=1.[CH3:16][S:17](Cl)(=[O:19])=[O:18]. The catalyst is C(Cl)Cl.O. The product is [Br:1][C:2]1[CH:7]=[CH:6][C:5]([N:8]2[CH2:12][CH2:11][CH2:10][CH:9]2[CH2:13][S:17]([CH3:16])(=[O:19])=[O:18])=[CH:4][CH:3]=1. The yield is 1.05. (4) The reactants are C([O-])(=O)CC(CC([O-])=O)(C([O-])=O)O.[Na+].[Na+].[Na+].O.[C:18]([O:21][CH2:22][C@@H:23]1[CH2:26][CH2:25][C@@H:24]1[CH2:27][O:28]C(=O)C)(=[O:20])[CH3:19].C(OCC1C=CC=CC=1)(=O)C1C=CC=CC=1. The catalyst is CC(O)C. The product is [C:18]([O:21][CH2:22][C@@H:23]1[CH2:26][CH2:25][C@@H:24]1[CH2:27][OH:28])(=[O:20])[CH3:19]. The yield is 0.890. (5) The reactants are [C:1]([CH2:11][C:12]([O:14][CH2:15][CH3:16])=[O:13])(=[O:10])[C:2]1[CH:7]=[CH:6][C:5]([O:8][CH3:9])=[CH:4][CH:3]=1.C(N(CC)CC)C.[BrH:24].[NH+]1C=CC=CC=1.CCOC(C)=O. The catalyst is C(O)C. The product is [Br:24][CH:11]([C:1]([C:2]1[CH:7]=[CH:6][C:5]([O:8][CH3:9])=[CH:4][CH:3]=1)=[O:10])[C:12]([O:14][CH2:15][CH3:16])=[O:13]. The yield is 0.890. (6) The product is [OH:12][C:4]1[CH:3]=[C:2]([NH:1][S:26]([C:23]2[CH:22]=[CH:21][C:20]([O:13][C:14]3[CH:19]=[CH:18][CH:17]=[CH:16][CH:15]=3)=[CH:25][CH:24]=2)(=[O:28])=[O:27])[CH:11]=[CH:10][C:5]=1[C:6]([O:8][CH3:9])=[O:7]. No catalyst specified. The reactants are [NH2:1][C:2]1[CH:3]=[C:4]([OH:12])[C:5](=[CH:10][CH:11]=1)[C:6]([O:8][CH3:9])=[O:7].[O:13]([C:20]1[CH:25]=[CH:24][C:23]([S:26](Cl)(=[O:28])=[O:27])=[CH:22][CH:21]=1)[C:14]1[CH:19]=[CH:18][CH:17]=[CH:16][CH:15]=1. The yield is 0.780. (7) The reactants are [Cl:1][C:2]1[CH:7]=[C:6]([N+:8]([O-])=O)[CH:5]=[CH:4][C:3]=1[CH2:11][C:12]([O:14][CH3:15])=[O:13].[NH4+].[Cl-]. The catalyst is C(O)C.O.[Fe]. The product is [NH2:8][C:6]1[CH:5]=[CH:4][C:3]([CH2:11][C:12]([O:14][CH3:15])=[O:13])=[C:2]([Cl:1])[CH:7]=1. The yield is 0.830.